This data is from Reaction yield outcomes from USPTO patents with 853,638 reactions. The task is: Predict the reaction yield, written as a fraction of the theoretical maximum amount of product (1.0 means a 100% yield; for example, 0.34 means a 34% yield). (1) The reactants are [CH3:1][O:2][C:3]1[CH:4]=[C:5]2[C:10](=O)[O:9][C:7](=[O:8])[C:6]2=[CH:12][CH:13]=1.C([NH2:16])=O. No catalyst specified. The product is [CH3:1][O:2][C:3]1[CH:4]=[C:5]2[C:10](=[O:9])[NH:16][C:7](=[O:8])[C:6]2=[CH:12][CH:13]=1. The yield is 0.770. (2) The yield is 0.690. The reactants are [NH:1]1[C:9]2[C:4](=[CH:5][CH:6]=[CH:7][CH:8]=2)[C:3]([C:10]2[CH2:15][CH2:14][N:13]([C:16]3[CH2:17][CH2:18][C:19]4[N:20]([C:22]([C:25]([F:28])([F:27])[F:26])=[N:23][N:24]=4)[N:21]=3)[CH2:12][CH:11]=2)=[CH:2]1.C([O-])=O.[NH4+]. The product is [NH:1]1[C:9]2[C:4](=[CH:5][CH:6]=[CH:7][CH:8]=2)[C:3]([CH:10]2[CH2:11][CH2:12][N:13]([C:16]3[CH2:17][CH2:18][C:19]4[N:20]([C:22]([C:25]([F:28])([F:27])[F:26])=[N:23][N:24]=4)[N:21]=3)[CH2:14][CH2:15]2)=[CH:2]1. The catalyst is [Pd].C(O)C. (3) The reactants are [CH3:1][N:2]1[CH2:9][CH:8]2[CH:4]([CH2:5][NH:6][CH2:7]2)[CH2:3]1.Br[C:11]1[CH:23]=[CH:22][C:21]2[C:20]3[C:15](=[CH:16][C:17]([Br:24])=[CH:18][CH:19]=3)[C:14](=[O:25])[C:13]=2[CH:12]=1.C1(P(C2C=CC=CC=2)C2C=CC3C(=CC=CC=3)C=2C2C3C(=CC=CC=3)C=CC=2P(C2C=CC=CC=2)C2C=CC=CC=2)C=CC=CC=1.CC(C)([O-])C.[Na+]. The catalyst is C1(C)C=CC=CC=1.C1C=CC(/C=C/C(/C=C/C2C=CC=CC=2)=O)=CC=1.C1C=CC(/C=C/C(/C=C/C2C=CC=CC=2)=O)=CC=1.C1C=CC(/C=C/C(/C=C/C2C=CC=CC=2)=O)=CC=1.[Pd].[Pd]. The product is [Br:24][C:17]1[CH:18]=[CH:19][C:20]2[C:21]3[C:13](=[CH:12][C:11]([N:6]4[CH2:7][CH:8]5[CH:4]([CH2:3][N:2]([CH3:1])[CH2:9]5)[CH2:5]4)=[CH:23][CH:22]=3)[C:14](=[O:25])[C:15]=2[CH:16]=1. The yield is 0.440. (4) The catalyst is C(O)COCCO. The product is [CH:1]([C:4]1[C:5]([C@H:10]2[CH2:15][CH2:14][CH2:13][C@@H:12]([C:17]3[C:22]([CH:23]([CH3:25])[CH3:24])=[CH:21][CH:20]=[CH:19][N:18]=3)[NH:11]2)=[N:6][CH:7]=[CH:8][CH:9]=1)([CH3:3])[CH3:2]. The reactants are [CH:1]([C:4]1[C:5]([CH:10]2[CH2:15][C:14](=O)[CH2:13][CH:12]([C:17]3[C:22]([CH:23]([CH3:25])[CH3:24])=[CH:21][CH:20]=[CH:19][N:18]=3)[NH:11]2)=[N:6][CH:7]=[CH:8][CH:9]=1)([CH3:3])[CH3:2].[OH-].[K+].O.NN.C(Cl)Cl. The yield is 0.990. (5) The reactants are [CH2:1]([O:8][C:9]1[CH:10]=[C:11]([CH:17]([C:19]2[CH:24]=[CH:23][C:22]([O:25][CH3:26])=[C:21]([O:27][CH2:28][C:29]3[CH:34]=[CH:33][CH:32]=[CH:31][CH:30]=3)[CH:20]=2)O)[CH:12]=[CH:13][C:14]=1[O:15][CH3:16])[C:2]1[CH:7]=[CH:6][CH:5]=[CH:4][CH:3]=1.[NH:35]1[CH:39]=[N:38][CH:37]=[N:36]1.CC1C=CC(S(O)(=O)=O)=CC=1. The catalyst is C1(C)C=CC=CC=1. The product is [CH2:1]([O:8][C:9]1[CH:10]=[C:11]([CH:17]([C:19]2[CH:24]=[CH:23][C:22]([O:25][CH3:26])=[C:21]([O:27][CH2:28][C:29]3[CH:34]=[CH:33][CH:32]=[CH:31][CH:30]=3)[CH:20]=2)[N:35]2[CH:39]=[N:38][CH:37]=[N:36]2)[CH:12]=[CH:13][C:14]=1[O:15][CH3:16])[C:2]1[CH:7]=[CH:6][CH:5]=[CH:4][CH:3]=1. The yield is 0.840. (6) The reactants are [CH3:1][N:2]1[C:7](=[O:8])[C:6]2=[N:9][CH:10]=[CH:11][N:5]2[N:4]=[C:3]1SC. The catalyst is C(O)C.[Ni]. The product is [CH3:1][N:2]1[C:7](=[O:8])[C:6]2=[N:9][CH:10]=[CH:11][N:5]2[N:4]=[CH:3]1. The yield is 0.240.